This data is from Full USPTO retrosynthesis dataset with 1.9M reactions from patents (1976-2016). The task is: Predict the reactants needed to synthesize the given product. (1) Given the product [Cl:29][C:20]1[C:21]([C:25]([F:28])([F:27])[F:26])=[CH:22][CH:23]=[CH:24][C:19]=1[CH2:18][N:14]1[CH:13]([CH3:31])[CH2:12][N:11]2[C:7]([C:2]3[CH:3]=[N:4][CH:5]=[CH:6][N:1]=3)=[N:8][N:9]=[C:10]2[C:15]1=[O:16], predict the reactants needed to synthesize it. The reactants are: [N:1]1[CH:6]=[CH:5][N:4]=[CH:3][C:2]=1[C:7]1[N:11]2[CH2:12][CH2:13][NH:14][C:15](=[O:16])[C:10]2=[N:9][N:8]=1.Br[CH2:18][C:19]1[CH:24]=[CH:23][CH:22]=[C:21]([C:25]([F:28])([F:27])[F:26])[C:20]=1[Cl:29].Br[CH2:31]C1C=CC=C(Cl)C=1Cl. (2) Given the product [CH:4]1([O:9][C:10]2[C:15]([O:16][CH3:17])=[CH:14][N:13]=[C:12]([CH2:1][OH:3])[CH:11]=2)[CH2:5][CH2:6][CH2:7][CH2:8]1, predict the reactants needed to synthesize it. The reactants are: [CH:1]([OH:3])=O.[CH:4]1([O:9][C:10]2[C:15]([O:16][CH3:17])=[CH:14][N:13]=[C:12](OC(C3C=CC=CC=3)(C3C=CC=CC=3)C3C=CC=CC=3)[CH:11]=2)[CH2:8][CH2:7][CH2:6][CH2:5]1.